From a dataset of CYP2C9 inhibition data for predicting drug metabolism from PubChem BioAssay. Regression/Classification. Given a drug SMILES string, predict its absorption, distribution, metabolism, or excretion properties. Task type varies by dataset: regression for continuous measurements (e.g., permeability, clearance, half-life) or binary classification for categorical outcomes (e.g., BBB penetration, CYP inhibition). Dataset: cyp2c9_veith. (1) The compound is Cc1nc2c(C#N)c(C)[nH]n2c(=O)c1Cc1ccccc1. The result is 1 (inhibitor). (2) The compound is COc1ccc(S(=O)(=O)N2c3cc(C)ccc3OCC2C(C)(C)C)cc1. The result is 1 (inhibitor). (3) The molecule is CN(c1ccccc1)c1nc(-n2ccnc2)nc(-n2ccnc2)n1. The result is 1 (inhibitor). (4) The molecule is C[C@]12CC[C@H]3c4ccc(O)cc4CC[C@@H]3[C@H]1CC[C@@H]2OC(=O)CCC1CCCC1. The result is 0 (non-inhibitor).